This data is from NCI-60 drug combinations with 297,098 pairs across 59 cell lines. The task is: Regression. Given two drug SMILES strings and cell line genomic features, predict the synergy score measuring deviation from expected non-interaction effect. Drug 1: COC1=CC(=CC(=C1O)OC)C2C3C(COC3=O)C(C4=CC5=C(C=C24)OCO5)OC6C(C(C7C(O6)COC(O7)C8=CC=CS8)O)O. Drug 2: CN(C)N=NC1=C(NC=N1)C(=O)N. Cell line: COLO 205. Synergy scores: CSS=48.5, Synergy_ZIP=5.96, Synergy_Bliss=8.05, Synergy_Loewe=-18.5, Synergy_HSA=9.07.